Dataset: Full USPTO retrosynthesis dataset with 1.9M reactions from patents (1976-2016). Task: Predict the reactants needed to synthesize the given product. (1) Given the product [Br:2][C:3]1[CH:8]=[CH:7][C:6]2[O:9][C:12]3[CH2:13][CH2:14][N:15]([C:19]([O:21][C:22]([CH3:25])([CH3:24])[CH3:23])=[O:20])[CH2:16][CH2:17][C:18]=3[C:5]=2[CH:4]=1, predict the reactants needed to synthesize it. The reactants are: Cl.[Br:2][C:3]1[CH:8]=[CH:7][C:6]([O:9]N)=[CH:5][CH:4]=1.O=[C:12]1[CH2:18][CH2:17][CH2:16][N:15]([C:19]([O:21][C:22]([CH3:25])([CH3:24])[CH3:23])=[O:20])[CH2:14][CH2:13]1. (2) Given the product [OH:55][C:49]([C:51]([F:54])([F:53])[F:52])=[O:50].[NH2:23][C:20]1[CH:19]=[CH:18][C:17]([C:15]([N:12]2[CH2:11][CH2:10][CH:9]([NH:8][C:5]3[N:4]=[C:3]([C:31]4[C:39]5[C:34](=[CH:35][CH:36]=[CH:37][CH:38]=5)[N:33]([S:40]([C:43]5[CH:44]=[CH:45][CH:46]=[CH:47][CH:48]=5)(=[O:41])=[O:42])[CH:32]=4)[C:2]([Cl:1])=[CH:7][N:6]=3)[CH2:14][CH2:13]2)=[O:16])=[CH:22][CH:21]=1, predict the reactants needed to synthesize it. The reactants are: [Cl:1][C:2]1[C:3]([C:31]2[C:39]3[C:34](=[CH:35][CH:36]=[CH:37][CH:38]=3)[N:33]([S:40]([C:43]3[CH:48]=[CH:47][CH:46]=[CH:45][CH:44]=3)(=[O:42])=[O:41])[CH:32]=2)=[N:4][C:5]([NH:8][CH:9]2[CH2:14][CH2:13][N:12]([C:15]([C:17]3[CH:22]=[CH:21][C:20]([NH:23]C(=O)OC(C)(C)C)=[CH:19][CH:18]=3)=[O:16])[CH2:11][CH2:10]2)=[N:6][CH:7]=1.[C:49]([OH:55])([C:51]([F:54])([F:53])[F:52])=[O:50]. (3) Given the product [C:14]([N:11]1[CH2:12][CH2:13][NH:8][CH2:9][CH:10]1[C:17]1[CH:22]=[CH:21][CH:20]=[CH:19][CH:18]=1)(=[O:16])[CH3:15], predict the reactants needed to synthesize it. The reactants are: C([N:8]1[CH2:13][CH2:12][N:11]([C:14](=[O:16])[CH3:15])[CH:10]([C:17]2[CH:22]=[CH:21][CH:20]=[CH:19][CH:18]=2)[CH2:9]1)(OC(C)(C)C)=O.Cl. (4) Given the product [Br:1][C:2]1[C:7]2=[CH:8][N:9]([C:11]3[C:12]([Cl:21])=[CH:13][C:14]([N+:18]([O-:20])=[O:19])=[CH:15][C:16]=3[C:27]#[N:28])[N:10]=[C:6]2[C:5]([F:22])=[CH:4][N:3]=1, predict the reactants needed to synthesize it. The reactants are: [Br:1][C:2]1[C:7]2=[CH:8][N:9]([C:11]3[C:16](Cl)=[CH:15][C:14]([N+:18]([O-:20])=[O:19])=[CH:13][C:12]=3[Cl:21])[N:10]=[C:6]2[C:5]([F:22])=[CH:4][N:3]=1.ClC1C(N2C=C3C(Cl)=NC=C(F)C3=N2)=C(C=C([N+]([O-])=O)C=1)[C:27]#[N:28].